Dataset: Catalyst prediction with 721,799 reactions and 888 catalyst types from USPTO. Task: Predict which catalyst facilitates the given reaction. Reactant: Br[C:2]1[S:19][C:5]2[C:6](=[O:18])[N:7]([CH3:17])[CH2:8][CH:9]([C:10]3[CH:15]=[CH:14][C:13]([Cl:16])=[CH:12][CH:11]=3)[C:4]=2[CH:3]=1.[N:20]1[CH:25]=[CH:24][C:23](B(O)O)=[CH:22][CH:21]=1.C(=O)([O-])[O-].[Cs+].[Cs+]. Product: [Cl:16][C:13]1[CH:14]=[CH:15][C:10]([CH:9]2[CH2:8][N:7]([CH3:17])[C:6](=[O:18])[C:5]3[S:19][C:2]([C:23]4[CH:24]=[CH:25][N:20]=[CH:21][CH:22]=4)=[CH:3][C:4]2=3)=[CH:11][CH:12]=1. The catalyst class is: 117.